This data is from Catalyst prediction with 721,799 reactions and 888 catalyst types from USPTO. The task is: Predict which catalyst facilitates the given reaction. (1) Reactant: [OH:1][C:2]1[C:11]2[C:6](=[CH:7][CH:8]=[CH:9][CH:10]=2)[CH:5]=[CH:4][C:3]=1[C:12](=[O:14])[CH3:13].[Cl:15]N1C(=O)CCC1=O. Product: [Cl:15][C:5]1[C:6]2[C:11](=[CH:10][CH:9]=[CH:8][CH:7]=2)[C:2]([OH:1])=[C:3]([C:12](=[O:14])[CH3:13])[CH:4]=1. The catalyst class is: 15. (2) Reactant: [S:1]1[C:5]2[CH:6]=[CH:7][CH:8]=[CH:9][C:4]=2[C:3]([N:10]2[CH2:15][CH2:14][N:13]([CH2:16][CH:17]([C:19]3[CH:20]=[C:21]4[C:25](=[CH:26][CH:27]=3)[C:24]([CH3:29])([CH3:28])[C:23](=[O:30])[C:22]4([CH3:32])[CH3:31])O)[CH2:12][CH2:11]2)=[N:2]1.CCN(S(F)(F)[F:39])CC. Product: [S:1]1[C:5]2[CH:6]=[CH:7][CH:8]=[CH:9][C:4]=2[C:3]([N:10]2[CH2:15][CH2:14][N:13]([CH2:16][CH:17]([C:19]3[CH:20]=[C:21]4[C:25](=[CH:26][CH:27]=3)[C:24]([CH3:29])([CH3:28])[C:23](=[O:30])[C:22]4([CH3:32])[CH3:31])[F:39])[CH2:12][CH2:11]2)=[N:2]1. The catalyst class is: 2. (3) Reactant: [F:8][C:7]([F:10])([F:9])[C:6](O[C:6](=[O:11])[C:7]([F:10])([F:9])[F:8])=[O:11].FC(F)(F)C(O)=O.[F:21][C:22]1[CH:27]=[CH:26][C:25]([N:28]2[C:36]3[C:31](=[CH:32][C:33]([O:37][C@H:38]([C:42]4[CH:43]=[C:44]([CH3:48])[CH:45]=[CH:46][CH:47]=4)[C@@H:39]([NH2:41])[CH3:40])=[CH:34][CH:35]=3)[CH:30]=[N:29]2)=[CH:24][CH:23]=1.C(N(CC)CC)C. Product: [F:10][C:7]([F:8])([F:9])[C:6]([NH:41][C@@H:39]([CH3:40])[C@H:38]([O:37][C:33]1[CH:32]=[C:31]2[C:36](=[CH:35][CH:34]=1)[N:28]([C:25]1[CH:24]=[CH:23][C:22]([F:21])=[CH:27][CH:26]=1)[N:29]=[CH:30]2)[C:42]1[CH:47]=[CH:46][CH:45]=[C:44]([CH3:48])[CH:43]=1)=[O:11]. The catalyst class is: 1. (4) Reactant: [F:1][C:2]1[C:9]([CH3:10])=[CH:8][C:7]([N+:11]([O-])=O)=[CH:6][C:3]=1[C:4]#[N:5].Cl. The catalyst class is: 406. Product: [NH2:11][C:7]1[CH:8]=[C:9]([CH3:10])[C:2]([F:1])=[C:3]([CH:6]=1)[C:4]#[N:5].